Dataset: Forward reaction prediction with 1.9M reactions from USPTO patents (1976-2016). Task: Predict the product of the given reaction. The product is: [Si:19]([O:26][CH2:27][C:28]1[N:29]([C:33]2[CH:37]=[CH:36][N:35]([S:38]([C:41]3[CH:47]=[CH:46][C:44]([CH3:45])=[CH:43][CH:42]=3)(=[O:40])=[O:39])[C:34]=2[CH:48]([C:2]2[CH:7]=[CH:6][C:5]([C:8]([F:11])([F:10])[F:9])=[CH:4][C:3]=2[O:12][CH3:13])[OH:49])[CH:30]=[CH:31][CH:32]=1)([C:22]([CH3:25])([CH3:24])[CH3:23])([CH3:21])[CH3:20]. Given the reactants Br[C:2]1[CH:7]=[CH:6][C:5]([C:8]([F:11])([F:10])[F:9])=[CH:4][C:3]=1[O:12][CH3:13].[Li]CCCC.[Si:19]([O:26][CH2:27][C:28]1[N:29]([C:33]2[CH:37]=[CH:36][N:35]([S:38]([C:41]3[CH:47]=[CH:46][C:44]([CH3:45])=[CH:43][CH:42]=3)(=[O:40])=[O:39])[C:34]=2[CH:48]=[O:49])[CH:30]=[CH:31][CH:32]=1)([C:22]([CH3:25])([CH3:24])[CH3:23])([CH3:21])[CH3:20], predict the reaction product.